Task: Predict the reaction yield, written as a fraction of the theoretical maximum amount of product (1.0 means a 100% yield; for example, 0.34 means a 34% yield).. Dataset: Reaction yield outcomes from USPTO patents with 853,638 reactions The catalyst is Cl. The yield is 0.760. The product is [C:1]1([C:7]2[CH:16]=[CH:15][CH:14]=[C:13]3[C:8]=2[C:9]([NH:30][CH2:31][C:32]2[CH:37]=[CH:36][CH:35]=[CH:34][N:33]=2)=[N:10][C:11]([CH:17]2[CH2:22][CH2:21][NH:20][CH2:19][CH2:18]2)=[N:12]3)[CH:6]=[CH:5][CH:4]=[CH:3][CH:2]=1. The reactants are [C:1]1([C:7]2[CH:16]=[CH:15][CH:14]=[C:13]3[C:8]=2[C:9]([NH:30][CH2:31][C:32]2[CH:37]=[CH:36][CH:35]=[CH:34][N:33]=2)=[N:10][C:11]([CH:17]2[CH2:22][CH2:21][N:20](C(OC(C)(C)C)=O)[CH2:19][CH2:18]2)=[N:12]3)[CH:6]=[CH:5][CH:4]=[CH:3][CH:2]=1.